Dataset: Forward reaction prediction with 1.9M reactions from USPTO patents (1976-2016). Task: Predict the product of the given reaction. (1) The product is: [NH2:11][C:9]1[S:8][CH:7]=[C:6]([C:4]([N:3]([CH2:1][CH3:2])[C:14]2[CH:15]=[CH:16][CH:17]=[CH:18][CH:19]=2)=[O:5])[CH:10]=1. Given the reactants [CH2:1]([N:3]([C:14]1[CH:19]=[CH:18][CH:17]=[CH:16][CH:15]=1)[C:4]([C:6]1[CH:10]=[C:9]([N+:11]([O-])=O)[S:8][CH:7]=1)=[O:5])[CH3:2].[Cl-].[NH4+], predict the reaction product. (2) Given the reactants [C:1]([O:5][C:6]([N:8]([CH3:59])[C@H:9]([C:13]([NH:15][C@H:16]([C:20]([N:22]([C@@H:24]([C@@H:55]([CH3:58])[CH2:56][CH3:57])[C@H:25]([O:53][CH3:54])[CH2:26][C:27]([N:29]1[CH2:33][CH2:32][CH2:31][C@H:30]1[C@H:34]([O:51][CH3:52])[C@@H:35]([CH3:50])[C:36]([NH:38][C@H:39]([C:47](O)=[O:48])[CH2:40][C:41]1[CH:46]=[CH:45][CH:44]=[CH:43][CH:42]=1)=[O:37])=[O:28])[CH3:23])=[O:21])[CH:17]([CH3:19])[CH3:18])=[O:14])[CH:10]([CH3:12])[CH3:11])=[O:7])([CH3:4])([CH3:3])[CH3:2].[CH2:60]([NH2:67])[C:61]1[CH:66]=[CH:65][CH:64]=[CH:63][CH:62]=1.C(N(CC)C(C)C)(C)C.C1C=CC2N(O)N=NC=2C=1.C(Cl)CCl, predict the reaction product. The product is: [C:1]([O:5][C:6]([N:8]([CH3:59])[C@H:9]([C:13]([NH:15][C@H:16]([C:20]([N:22]([C@@H:24]([C@@H:55]([CH3:58])[CH2:56][CH3:57])[C@H:25]([O:53][CH3:54])[CH2:26][C:27]([N:29]1[CH2:33][CH2:32][CH2:31][C@H:30]1[C@H:34]([O:51][CH3:52])[C@@H:35]([CH3:50])[C:36]([NH:38][C@@H:39]([CH2:40][C:41]1[CH:42]=[CH:43][CH:44]=[CH:45][CH:46]=1)[C:47]([NH:67][CH2:60][C:61]1[CH:66]=[CH:65][CH:64]=[CH:63][CH:62]=1)=[O:48])=[O:37])=[O:28])[CH3:23])=[O:21])[CH:17]([CH3:18])[CH3:19])=[O:14])[CH:10]([CH3:12])[CH3:11])=[O:7])([CH3:2])([CH3:4])[CH3:3].